This data is from Retrosynthesis with 50K atom-mapped reactions and 10 reaction types from USPTO. The task is: Predict the reactants needed to synthesize the given product. (1) Given the product CN1C(=O)COc2ccc(OC3CCN(C(=O)OC(C)(C)C)CC3)cc21, predict the reactants needed to synthesize it. The reactants are: CC(C)(C)OC(=O)N1CCC(Oc2ccc3c(c2)NC(=O)CO3)CC1.CI. (2) The reactants are: CNc1nc(C)c(S(N)(=O)=O)s1.O=C(O)Cc1ccc(-c2ccccc2)cc1. Given the product Cc1nc(N(C)C(=O)Cc2ccc(-c3ccccc3)cc2)sc1S(N)(=O)=O, predict the reactants needed to synthesize it. (3) Given the product COc1ccc2c(c1)c(C=O)cn2C, predict the reactants needed to synthesize it. The reactants are: CN(C)C=O.COc1ccc2c(ccn2C)c1. (4) Given the product CN(C)S(=O)(=O)Cc1ccc2ccc3ncc(-c4cnn(C)c4)cc3c(=O)c2c1, predict the reactants needed to synthesize it. The reactants are: CN(C)S(=O)(=O)Cc1ccc2ccc3ncc(Cl)cc3c(=O)c2c1.Cn1cc(B2OC(C)(C)C(C)(C)O2)cn1. (5) The reactants are: CCC(C(=O)O)N(CC(F)(F)F)c1ccc(C#N)c(Cl)c1.CCN. Given the product CCNC(=O)C(CC)N(CC(F)(F)F)c1ccc(C#N)c(Cl)c1, predict the reactants needed to synthesize it. (6) Given the product Nc1ccc(C2=NOC(c3ccc(C(F)(F)F)cc3)C2)cc1, predict the reactants needed to synthesize it. The reactants are: CC(C)(C)OC(=O)Nc1ccc(C2=NOC(c3ccc(C(F)(F)F)cc3)C2)cc1. (7) Given the product CN(CCO)c1ccc(-c2cc3nccnc3c(NCC3CNCCC3(F)F)n2)cc1, predict the reactants needed to synthesize it. The reactants are: CN(CCO)c1ccc(-c2cc3nccnc3c(NCC3CN(C(=O)OC(C)(C)C)CCC3(F)F)n2)cc1.